From a dataset of Catalyst prediction with 721,799 reactions and 888 catalyst types from USPTO. Predict which catalyst facilitates the given reaction. (1) Reactant: [Br:1][CH2:2][C:3]([NH:5][C:6]1[C:15]2[CH2:14][C:13](=[O:16])[CH2:12][CH2:11][C:10]=2[CH:9]=[CH:8][CH:7]=1)=[O:4].[BH4-].[Na+].O. Product: [Br:1][CH2:2][C:3]([NH:5][C:6]1[C:15]2[CH2:14][CH:13]([OH:16])[CH2:12][CH2:11][C:10]=2[CH:9]=[CH:8][CH:7]=1)=[O:4]. The catalyst class is: 5. (2) Reactant: C([Li])CCC.CCCCCC.I[C:13]1[CH:18]=[CH:17][C:16]([CH:19]2[O:24][CH2:23][C:22]([CH3:26])([CH3:25])[CH2:21][O:20]2)=[CH:15][C:14]=1[O:27][CH3:28].[Na].[Cl:30][C:31]1[CH:32]=[C:33]2[C:37](=[CH:38][CH:39]=1)[NH:36][C:35](=[O:40])[C:34]2=[O:41].ClC1C=C2C(=CC=1)NC(=O)C2=O.[H-].[Na+].[Cl-].[NH4+]. Product: [Cl:30][C:31]1[CH:32]=[C:33]2[C:37](=[CH:38][CH:39]=1)[NH:36][C:35](=[O:40])[C:34]2([C:13]1[CH:18]=[CH:17][C:16]([CH:19]2[O:24][CH2:23][C:22]([CH3:26])([CH3:25])[CH2:21][O:20]2)=[CH:15][C:14]=1[O:27][CH3:28])[OH:41]. The catalyst class is: 1. (3) Reactant: [NH2:1][CH2:2][C@H:3]1[CH2:8][CH2:7][C@H:6]([C:9]([OH:11])=[O:10])[CH2:5][CH2:4]1.[OH-].[Na+].[C:14]1([S:20](Cl)(=[O:22])=[O:21])[CH:19]=[CH:18][CH:17]=[CH:16][CH:15]=1. Product: [C:14]1([S:20]([NH:1][CH2:2][C@H:3]2[CH2:4][CH2:5][C@H:6]([C:9]([OH:11])=[O:10])[CH2:7][CH2:8]2)(=[O:22])=[O:21])[CH:19]=[CH:18][CH:17]=[CH:16][CH:15]=1. The catalyst class is: 6. (4) Reactant: [Cl:1][C:2]1[CH:3]=[C:4]([N:13]=C(C2C=CC=CC=2)C2C=CC=CC=2)[C:5]2[O:9][C:8]([CH3:11])([CH3:10])[CH2:7][C:6]=2[CH:12]=1.Cl. Product: [Cl:1][C:2]1[CH:3]=[C:4]([NH2:13])[C:5]2[O:9][C:8]([CH3:11])([CH3:10])[CH2:7][C:6]=2[CH:12]=1. The catalyst class is: 1. (5) Reactant: [NH2:1][C:2]1[C:10]([Cl:11])=[CH:9][C:5]([C:6]([OH:8])=O)=[C:4]([O:12][CH3:13])[CH:3]=1.C(N1C=CN=C1)(N1C=CN=C1)=O.C(N(CC)CC)C.C(O)(=O)CC(CC(O)=O)(C(O)=O)O.[N:46]1([CH2:51][CH2:52][CH2:53][N:54]2[CH2:59][CH2:58][CH:57]([CH2:60][NH2:61])[CH2:56][CH2:55]2)[CH:50]=[CH:49][N:48]=[N:47]1. Product: [N:46]1([CH2:51][CH2:52][CH2:53][N:54]2[CH2:55][CH2:56][CH:57]([CH2:60][NH:61][C:6](=[O:8])[C:5]3[CH:9]=[C:10]([Cl:11])[C:2]([NH2:1])=[CH:3][C:4]=3[O:12][CH3:13])[CH2:58][CH2:59]2)[CH:50]=[CH:49][N:48]=[N:47]1. The catalyst class is: 47. (6) Reactant: [CH3:1][CH2:2][C@H:3]1[O:18][C:16](=[O:17])[C@H:15]([CH3:19])[C@@H:14]([O:20][C@@H:21]2[O:26][C@@H:25]([CH3:27])[C@H:24]([OH:28])[C@@:23]([O:30][CH3:31])([CH3:29])[CH2:22]2)[C@H:13]([CH3:32])[C@@H:12]([O:33][C@@H:34]2[O:39][C@H:38]([CH3:40])[CH2:37][C@H:36]([N:41]([CH3:43])[CH3:42])[C@H:35]2[OH:44])[C@@:11](O)([CH3:45])[CH2:10][C@@H:9]([CH3:47])[C:7](=[O:8])[C@H:6]([CH3:48])[C@@H:5]([OH:49])[C@@:4]1([OH:51])[CH3:50]. Product: [CH3:1][CH2:2][C@H:3]1[O:18][C:16](=[O:17])[C@H:15]([CH3:19])[C@@H:14]([O:20][C@@H:21]2[O:26][C@@H:25]([CH3:27])[C@H:24]([OH:28])[C@@:23]([O:30][CH3:31])([CH3:29])[CH2:22]2)[C@H:13]([CH3:32])[C@@H:12]([O:33][C@@H:34]2[O:39][C@H:38]([CH3:40])[CH2:37][C@H:36]([N:41]([CH3:42])[CH3:43])[C@H:35]2[OH:44])[C@:11]2([CH3:45])[O:8][C:7](=[C:9]([CH3:47])[CH2:10]2)[C@H:6]([CH3:48])[C@@H:5]([OH:49])[C@@:4]1([OH:51])[CH3:50]. The catalyst class is: 15. (7) The catalyst class is: 19. Product: [NH2:9][C:7]1[CH:6]=[C:5]([N:12]2[C:16](=[O:17])[N:15]([CH3:18])[N:14]=[N:13]2)[CH:4]=[C:3]([CH:8]=1)[C:1]#[N:2]. Reactant: [C:1]([C:3]1[CH:4]=[C:5]([N:12]2[C:16](=[O:17])[N:15]([CH3:18])[N:14]=[N:13]2)[CH:6]=[C:7]([N+:9]([O-])=O)[CH:8]=1)#[N:2].